Dataset: Reaction yield outcomes from USPTO patents with 853,638 reactions. Task: Predict the reaction yield, written as a fraction of the theoretical maximum amount of product (1.0 means a 100% yield; for example, 0.34 means a 34% yield). (1) The reactants are [F:1][C:2]1[CH:3]=[C:4]([C:9]2[CH:21]=[CH:20][C:12]([C:13]([O:15]C(C)(C)C)=[O:14])=[CH:11][N:10]=2)[CH:5]=[C:6]([F:8])[CH:7]=1.FC1C=C(B(O)O)C=C(F)C=1.BrC1C=CC(C(OC(C)(C)C)=O)=CN=1. The catalyst is C1(P(C2C=CC=CC=2)C2C=CC=CC=2)C=CC=CC=1.C1(P(C2C=CC=CC=2)C2C=CC=CC=2)C=CC=CC=1.C1(P(C2C=CC=CC=2)C2C=CC=CC=2)C=CC=CC=1.C1(P(C2C=CC=CC=2)C2C=CC=CC=2)C=CC=CC=1.[Pd]. The product is [F:8][C:6]1[CH:5]=[C:4]([C:9]2[CH:21]=[CH:20][C:12]([C:13]([OH:15])=[O:14])=[CH:11][N:10]=2)[CH:3]=[C:2]([F:1])[CH:7]=1. The yield is 0.930. (2) The reactants are C([C:8]1[N:9]=[C:10]([NH2:13])[S:11][CH:12]=1)(OC(C)(C)C)=O.C1(P([C:27]2[CH:32]=[CH:31]C=CC=2)C2C=CC=CC=2)C=CC=CC=1.[CH3:33][CH:34](O)[CH3:35].CC[O:39][C:40](/N=N/C(OCC)=O)=[O:41].[CH2:49]1COCC1. No catalyst specified. The product is [CH:34]([N:13]([C:10]1[S:11][CH:12]=[CH:8][N:9]=1)[C:40](=[O:39])[O:41][C:32]([CH3:31])([CH3:27])[CH3:49])([CH3:35])[CH3:33]. The yield is 0.900. (3) The reactants are Br[C:2]1[CH:9]=[N:8][CH:7]=[C:6]([Br:10])[C:3]=1[CH:4]=[O:5].[C:11]1(=[O:24])[C:16]2[CH:17]=[C:18]3[N:23]([C:15]=2[CH2:14][CH2:13][NH:12]1)[CH2:22][CH2:21][CH2:20][CH2:19]3.C(=O)([O-])[O-].[Cs+].[Cs+].CC1(C)C2C(=C(P(C3C=CC=CC=3)C3C=CC=CC=3)C=CC=2)OC2C(P(C3C=CC=CC=3)C3C=CC=CC=3)=CC=CC1=2. The catalyst is C1C=CC(/C=C/C(/C=C/C2C=CC=CC=2)=O)=CC=1.C1C=CC(/C=C/C(/C=C/C2C=CC=CC=2)=O)=CC=1.C1C=CC(/C=C/C(/C=C/C2C=CC=CC=2)=O)=CC=1.[Pd].[Pd].O1CCOCC1. The product is [Br:10][C:6]1[CH:7]=[N:8][CH:9]=[C:2]([N:12]2[CH2:13][CH2:14][C:15]3[N:23]4[C:18]([CH2:19][CH2:20][CH2:21][CH2:22]4)=[CH:17][C:16]=3[C:11]2=[O:24])[C:3]=1[CH:4]=[O:5]. The yield is 0.700. (4) The reactants are Cl[C:2]1[N:7]=[C:6]([NH:8][C:9]2[N:14]=[CH:13][C:12]3[N:15]=[C:16]([CH3:21])[N:17]([CH:18]([CH3:20])[CH3:19])[C:11]=3[CH:10]=2)[CH:5]=[CH:4][N:3]=1.[C:22]1([S:28]([C:31]2[N:32]([CH3:49])[C:33]([Sn](CCCC)(CCCC)CCCC)=[CH:34][N:35]=2)(=[O:30])=[O:29])[CH:27]=[CH:26][CH:25]=[CH:24][CH:23]=1. No catalyst specified. The product is [C:22]1([S:28]([C:31]2[N:32]([CH3:49])[C:33]([C:2]3[N:7]=[C:6]([NH:8][C:9]4[N:14]=[CH:13][C:12]5[N:15]=[C:16]([CH3:21])[N:17]([CH:18]([CH3:20])[CH3:19])[C:11]=5[CH:10]=4)[CH:5]=[CH:4][N:3]=3)=[CH:34][N:35]=2)(=[O:29])=[O:30])[CH:23]=[CH:24][CH:25]=[CH:26][CH:27]=1. The yield is 0.740. (5) The reactants are [OH:1][N:2]1[C:10](=[O:11])[C:9]2[C:4](=[CH:5][CH:6]=[CH:7][CH:8]=2)[C:3]1=[O:12].[CH3:13][N:14]1[C:22]2[CH:21]3[CH2:23][CH:18]([CH2:19][CH2:20]3)[C:17]=2[C:16]([CH2:24]O)=[N:15]1.C1(P(C2C=CC=CC=2)C2C=CC=CC=2)C=CC=CC=1.CC(OC(/N=N/C(OC(C)C)=O)=O)C. The catalyst is C1COCC1. The product is [CH3:13][N:14]1[C:22]2[CH:21]3[CH2:23][CH:18]([CH2:19][CH2:20]3)[C:17]=2[C:16]([CH2:24][O:1][N:2]2[C:10](=[O:11])[C:9]3[C:4](=[CH:5][CH:6]=[CH:7][CH:8]=3)[C:3]2=[O:12])=[N:15]1. The yield is 0.620. (6) The yield is 0.690. The reactants are [NH2:1][C:2]1C=CNN=1.CO[C:9]([C:11]1[CH:16]=[CH:15][CH:14]=[CH:13][N:12]=1)=[O:10]. The product is [O:10]=[C:9]([C:11]1[CH:16]=[CH:15][CH:14]=[CH:13][N:12]=1)[C:2]#[N:1]. No catalyst specified. (7) The reactants are Cl[C:2]1[N:7]=[C:6]([Cl:8])[C:5]([C:9]([F:12])([F:11])[F:10])=[CH:4][N:3]=1.CC(O)(C)C.ClCCCl.[NH2:22][C:23]1[CH:24]=[C:25]2[C:30](=[CH:31][CH:32]=1)[NH:29][C:28](=[O:33])[CH2:27][CH2:26]2.C(N(CC)CC)C. The catalyst is [Cl-].[Cl-].[Zn+2].ClCCCl. The product is [Cl:8][C:6]1[C:5]([C:9]([F:12])([F:11])[F:10])=[CH:4][N:3]=[C:2]([NH:22][C:23]2[CH:24]=[C:25]3[C:30](=[CH:31][CH:32]=2)[NH:29][C:28](=[O:33])[CH2:27][CH2:26]3)[N:7]=1. The yield is 0.720.